From a dataset of Full USPTO retrosynthesis dataset with 1.9M reactions from patents (1976-2016). Predict the reactants needed to synthesize the given product. (1) Given the product [O:27]=[C:18]1[C:19]2[C:24](=[CH:23][CH:22]=[CH:21][CH:20]=2)[C:25](=[O:26])[N:17]1[O:1][CH2:2][CH:3]1[CH2:8][CH2:7][N:6]([C:9]([O:11][C:12]([CH3:15])([CH3:14])[CH3:13])=[O:10])[CH2:5][CH2:4]1, predict the reactants needed to synthesize it. The reactants are: [OH:1][CH2:2][CH:3]1[CH2:8][CH2:7][N:6]([C:9]([O:11][C:12]([CH3:15])([CH3:14])[CH3:13])=[O:10])[CH2:5][CH2:4]1.O[N:17]1[C:25](=[O:26])[C:24]2[C:19](=[CH:20][CH:21]=[CH:22][CH:23]=2)[C:18]1=[O:27]. (2) Given the product [OH:8][C:9]1[CH:18]=[C:17]2[C:12]([C:13]([O:19][C:20]3[CH:25]=[CH:24][N:23]4[C:26]([C:30]([NH:32][CH3:33])=[O:31])=[C:27]([CH3:29])[N:28]=[C:22]4[CH:21]=3)=[CH:14][CH:15]=[N:16]2)=[CH:11][CH:10]=1, predict the reactants needed to synthesize it. The reactants are: C([O:8][C:9]1[CH:18]=[C:17]2[C:12]([C:13]([O:19][C:20]3[CH:25]=[CH:24][N:23]4[C:26]([C:30]([NH:32][CH3:33])=[O:31])=[C:27]([CH3:29])[N:28]=[C:22]4[CH:21]=3)=[CH:14][CH:15]=[N:16]2)=[CH:11][CH:10]=1)C1C=CC=CC=1.C(O)(C(F)(F)F)=O. (3) Given the product [OH:1][C:2]1[CH:3]=[C:4]([CH:8]=[CH:9][C:10]=1[N+:11]([O-:13])=[O:12])[C:5]([O:7][CH2:19][C:20]1[CH:25]=[CH:24][CH:23]=[CH:22][CH:21]=1)=[O:6], predict the reactants needed to synthesize it. The reactants are: [OH:1][C:2]1[CH:3]=[C:4]([CH:8]=[CH:9][C:10]=1[N+:11]([O-:13])=[O:12])[C:5]([OH:7])=[O:6].C(=O)(O)[O-].[Na+].[CH2:19](Br)[C:20]1[CH:25]=[CH:24][CH:23]=[CH:22][CH:21]=1.Cl. (4) The reactants are: [NH:1]1[CH2:6][CH2:5][CH:4]([CH2:7][C:8]2[N:12]=[C:11]([C:13]3[O:21][C:20]4[CH:19]=[CH:18][N:17]=[CH:16][C:15]=4[CH:14]=3)[O:10][N:9]=2)[CH2:3][CH2:2]1.N1C=CC=CC=1.[CH2:28]([O:31][C:32](Cl)=[O:33])[CH2:29][CH3:30]. Given the product [CH2:28]([O:31][C:32]([N:1]1[CH2:6][CH2:5][CH:4]([CH2:7][C:8]2[N:12]=[C:11]([C:13]3[O:21][C:20]4[CH:19]=[CH:18][N:17]=[CH:16][C:15]=4[CH:14]=3)[O:10][N:9]=2)[CH2:3][CH2:2]1)=[O:33])[CH2:29][CH3:30], predict the reactants needed to synthesize it. (5) Given the product [CH3:1][O:2][C:3]([C:4]1[CH:9]=[C:8]([C:21]2[CH:26]=[CH:25][CH:24]=[CH:23][CH:22]=2)[C:7]([F:11])=[CH:6][C:5]=1[O:12][CH3:13])=[O:14], predict the reactants needed to synthesize it. The reactants are: [CH3:1][O:2][C:3](=[O:14])[C:4]1[CH:9]=[C:8](Br)[C:7]([F:11])=[CH:6][C:5]=1[O:12][CH3:13].C([O-])([O-])=O.[K+].[K+].[C:21]1(B(O)O)[CH:26]=[CH:25][CH:24]=[CH:23][CH:22]=1.